This data is from Full USPTO retrosynthesis dataset with 1.9M reactions from patents (1976-2016). The task is: Predict the reactants needed to synthesize the given product. Given the product [F:29][C:27]1[CH:26]=[C:25]([F:30])[CH:24]=[C:23]2[C:28]=1[CH:19]([NH:1][C:2]1[C:3]3[N:4]([CH:14]=[C:15]([CH3:17])[N:16]=3)[CH:5]=[C:6]([C:8]([O:10][CH:11]([CH3:13])[CH3:12])=[O:9])[CH:7]=1)[CH2:20][CH2:21][O:22]2, predict the reactants needed to synthesize it. The reactants are: [NH2:1][C:2]1[C:3]2[N:4]([CH:14]=[C:15]([CH3:17])[N:16]=2)[CH:5]=[C:6]([C:8]([O:10][CH:11]([CH3:13])[CH3:12])=[O:9])[CH:7]=1.Cl[CH:19]1[C:28]2[C:23](=[CH:24][C:25]([F:30])=[CH:26][C:27]=2[F:29])[O:22][CH2:21][CH2:20]1.